Dataset: Forward reaction prediction with 1.9M reactions from USPTO patents (1976-2016). Task: Predict the product of the given reaction. (1) The product is: [F:44][C:43]([F:46])([F:45])[C:41]1[CH:42]=[C:37]([C:2]2[CH:3]=[C:4]3[C:9](=[CH:10][CH:11]=2)[N:8]=[CH:7][N:6]=[C:5]3[C:12]2[CH:13]=[C:14]([C:18]([N:20]3[CH2:25][CH2:24][N:23]([C:26](=[O:28])[CH3:27])[CH2:22][CH2:21]3)=[O:19])[CH:15]=[N:16][CH:17]=2)[CH:38]=[N:39][CH:40]=1. Given the reactants Br[C:2]1[CH:3]=[C:4]2[C:9](=[CH:10][CH:11]=1)[N:8]=[CH:7][N:6]=[C:5]2[C:12]1[CH:13]=[C:14]([C:18]([N:20]2[CH2:25][CH2:24][N:23]([C:26](=[O:28])[CH3:27])[CH2:22][CH2:21]2)=[O:19])[CH:15]=[N:16][CH:17]=1.CC1(C)C(C)(C)OB([C:37]2[CH:38]=[N:39][CH:40]=[C:41]([C:43]([F:46])([F:45])[F:44])[CH:42]=2)O1.B(O)O.COCCOC.C([O-])([O-])=O.[Na+].[Na+], predict the reaction product. (2) Given the reactants [NH2:1][C:2]1[CH:3]=[CH:4][C:5]([Cl:11])=[C:6]([CH:10]=1)[C:7]([OH:9])=[O:8].S(Cl)(Cl)=O.[CH3:16]O, predict the reaction product. The product is: [CH3:16][O:8][C:7](=[O:9])[C:6]1[CH:10]=[C:2]([NH2:1])[CH:3]=[CH:4][C:5]=1[Cl:11]. (3) Given the reactants [H-].[Na+].[Cl:3][C:4]1[CH:9]=[CH:8][C:7]([CH2:10][C:11]#[N:12])=[CH:6][CH:5]=1.Br[CH2:14][CH3:15], predict the reaction product. The product is: [Cl:3][C:4]1[CH:9]=[CH:8][C:7]([CH:10]([CH2:14][CH3:15])[C:11]#[N:12])=[CH:6][CH:5]=1. (4) Given the reactants [CH2:1]1[CH:5]2[CH2:6][NH:7][CH2:8][CH:4]2[CH2:3][N:2]1[C:9]1[CH:18]=[N:17][C:16]2[C:11](=[CH:12][CH:13]=[CH:14][CH:15]=2)[N:10]=1.[S:19]1[CH:23]=[CH:22][CH:21]=[C:20]1[C:24]1[CH:32]=[CH:31][CH:30]=[CH:29][C:25]=1[C:26](O)=[O:27], predict the reaction product. The product is: [S:19]1[CH:23]=[CH:22][CH:21]=[C:20]1[C:24]1[CH:32]=[CH:31][CH:30]=[CH:29][C:25]=1[C:26]([N:7]1[CH2:6][CH:5]2[CH2:1][N:2]([C:9]3[CH:18]=[N:17][C:16]4[C:11](=[CH:12][CH:13]=[CH:14][CH:15]=4)[N:10]=3)[CH2:3][CH:4]2[CH2:8]1)=[O:27]. (5) Given the reactants [C:1]([N:6]1[CH2:11][CH2:10][N:9]([C:12]([C:14]2[CH:21]=[CH:20]C(C=O)=CC=2)=[O:13])[CH2:8][CH2:7]1)(=[O:5])[CH:2]([CH3:4])[CH3:3].[CH2:22]([O:24][CH:25]([O:44][CH2:45][CH3:46])[C:26]1[CH:43]=[CH:42][C:29](/[CH:30]=[N:31]/[C:32]2[CH:40]=[CH:39][CH:38]=[C:37]3[C:33]=2[CH2:34][O:35][C:36]3=[O:41])=[CH:28][CH:27]=1)[CH3:23].[CH3:47][O-:48].[Na+].CO, predict the reaction product. The product is: [CH2:22]([O:24][CH:25]([O:44][CH2:45][CH3:46])[C:26]1[CH:27]=[CH:28][C:29]([CH:30]2[CH:20]([C:21]3[CH:14]=[CH:12][C:14]([C:12]([N:9]4[CH2:8][CH2:7][N:6]([C:1](=[O:5])[CH:2]([CH3:3])[CH3:4])[CH2:11][CH2:10]4)=[O:13])=[CH:21][CH:20]=3)[C:47](=[O:48])[C:33]3[C:37]([C:36]([O:35][CH3:34])=[O:41])=[CH:38][CH:39]=[CH:40][C:32]=3[NH:31]2)=[CH:42][CH:43]=1)[CH3:23]. (6) The product is: [CH2:6]([O:5][C:3](=[O:4])[CH:2]([N:9]1[CH2:14][CH2:13][O:12][CH2:11][CH2:10]1)[CH3:8])[CH3:7]. Given the reactants Br[CH:2]([CH3:8])[C:3]([O:5][CH2:6][CH3:7])=[O:4].[NH:9]1[CH2:14][CH2:13][O:12][CH2:11][CH2:10]1, predict the reaction product. (7) The product is: [CH2:43]([Si:42]([C:40]#[C:41][C:2]1[C:7]([CH2:8][C:9]([O:11][CH2:12][CH3:13])=[O:10])=[CH:6][N:5]=[CH:4][N:3]=1)([CH2:47][CH3:48])[CH2:45][CH3:46])[CH3:44]. Given the reactants Cl[C:2]1[C:7]([CH2:8][C:9]([O:11][CH2:12][CH3:13])=[O:10])=[CH:6][N:5]=[CH:4][N:3]=1.C(N(CC)CC)C.C1(P(C2C=CC=CC=2)C2C=CC=CC=2)C=CC=CC=1.[CH2:40]([Si:42]([C:47]#[CH:48])([CH2:45][CH3:46])[CH2:43][CH3:44])[CH3:41], predict the reaction product. (8) Given the reactants C([Li])CCC.Br[C:7]1[CH:12]=[CH:11][C:10]([O:13][CH2:14][C:15]2[CH:20]=[CH:19][CH:18]=[CH:17][CH:16]=2)=[CH:9][CH:8]=1.[O:21]=[C:22]1[N:26]([C:27]([O:29][C:30]([CH3:33])([CH3:32])[CH3:31])=[O:28])[C@H:25]([C:34]([O:36][CH3:37])=[O:35])[CH2:24][CH2:23]1, predict the reaction product. The product is: [CH3:33][C:30]([O:29][C:27]([NH:26][C@@H:25]([CH2:24][CH2:23][C:22](=[O:21])[C:7]1[CH:12]=[CH:11][C:10]([O:13][CH2:14][C:15]2[CH:20]=[CH:19][CH:18]=[CH:17][CH:16]=2)=[CH:9][CH:8]=1)[C:34]([O:36][CH3:37])=[O:35])=[O:28])([CH3:31])[CH3:32].